From a dataset of Acute oral toxicity (LD50) regression data from Zhu et al.. Regression/Classification. Given a drug SMILES string, predict its toxicity properties. Task type varies by dataset: regression for continuous values (e.g., LD50, hERG inhibition percentage) or binary classification for toxic/non-toxic outcomes (e.g., AMES mutagenicity, cardiotoxicity, hepatotoxicity). Dataset: ld50_zhu. (1) The drug is CN1CCCCCC1=O. The rat oral LD50 is 1.90, given as -log10 of the dose in mol/kg body weight (higher means more acutely toxic). (2) The molecule is CC1(C)CC(=O)CC(C)(C#N)C1. The rat oral LD50 is 3.43, given as -log10 of the dose in mol/kg body weight (higher means more acutely toxic). (3) The rat oral LD50 is 2.48, given as -log10 of the dose in mol/kg body weight (higher means more acutely toxic). The compound is CCCCCC(O)C=CC1C(O)CC(O)C1CC=CCCCC(=O)O. (4) The compound is CCBr. The rat oral LD50 is 1.91, given as -log10 of the dose in mol/kg body weight (higher means more acutely toxic). (5) The drug is CCOC(=O)C(C)Oc1ccc(Oc2nc3ccc(Cl)cc3o2)cc1. The rat oral LD50 is 2.19, given as -log10 of the dose in mol/kg body weight (higher means more acutely toxic). (6) The molecule is OC1CCCCC1. The rat oral LD50 is 1.69, given as -log10 of the dose in mol/kg body weight (higher means more acutely toxic). (7) The molecule is Brc1cc2c(cc1Br)Oc1cc(Br)c(Br)cc1O2. The rat oral LD50 is 6.70, given as -log10 of the dose in mol/kg body weight (higher means more acutely toxic). (8) The compound is OC(Cn1cncn1)(Cn1cncn1)c1ccc(F)cc1F. The rat oral LD50 is 2.38, given as -log10 of the dose in mol/kg body weight (higher means more acutely toxic). (9) The molecule is CC(C)(C)C(=O)CCc1ccc(Cl)cc1. The rat oral LD50 is 1.85, given as -log10 of the dose in mol/kg body weight (higher means more acutely toxic).